Task: Regression. Given a peptide amino acid sequence and an MHC pseudo amino acid sequence, predict their binding affinity value. This is MHC class II binding data.. Dataset: Peptide-MHC class II binding affinity with 134,281 pairs from IEDB The peptide sequence is LRIKSYEDAKSPLTA. The MHC is HLA-DQA10401-DQB10402 with pseudo-sequence HLA-DQA10401-DQB10402. The binding affinity (normalized) is 0.159.